The task is: Predict the reaction yield, written as a fraction of the theoretical maximum amount of product (1.0 means a 100% yield; for example, 0.34 means a 34% yield).. This data is from Reaction yield outcomes from USPTO patents with 853,638 reactions. (1) The reactants are [Br:1][C:2]1[CH:7]=[CH:6][CH:5]=[C:4]([C:8](=[O:12])[CH:9]([CH3:11])[CH3:10])[CH:3]=1.[CH2:13](O)[CH2:14][OH:15].COC(OC)OC.C1(C)C=CC(S(O)(=O)=O)=CC=1. The catalyst is C1(C)C=CC=CC=1.O. The product is [Br:1][C:2]1[CH:3]=[C:4]([C:8]2([CH:9]([CH3:10])[CH3:11])[O:15][CH2:14][CH2:13][O:12]2)[CH:5]=[CH:6][CH:7]=1. The yield is 0.800. (2) The reactants are [CH:1]12BC(C[CH2:7][CH2:8]1)CCC2.C(Br)C#C.[OH-].[Na+].Cl[C:17]1[N:22]=[N:21][C:20]([O:23][C:24]2[CH:29]=[CH:28][CH:27]=[CH:26][C:25]=2[CH3:30])=[C:19]([O:31][CH3:32])[CH:18]=1. The catalyst is C1C=CC([P]([Pd]([P](C2C=CC=CC=2)(C2C=CC=CC=2)C2C=CC=CC=2)([P](C2C=CC=CC=2)(C2C=CC=CC=2)C2C=CC=CC=2)[P](C2C=CC=CC=2)(C2C=CC=CC=2)C2C=CC=CC=2)(C2C=CC=CC=2)C2C=CC=CC=2)=CC=1.O.O1CCCC1. The product is [CH:7]1([C:17]2[N:22]=[N:21][C:20]([O:23][C:24]3[CH:29]=[CH:28][CH:27]=[CH:26][C:25]=3[CH3:30])=[C:19]([O:31][CH3:32])[CH:18]=2)[CH2:8][CH2:1]1. The yield is 0.701. (3) The reactants are [F:1][C:2]([F:29])([F:28])[C:3]1[CH:4]=[C:5]([C:13]([CH3:27])([CH3:26])[C:14]([N:16]([C:18]2[CH:19]=[N:20][C:21]([Cl:25])=[CH:22][C:23]=2I)[CH3:17])=[O:15])[CH:6]=[C:7]([C:9]([F:12])([F:11])[F:10])[CH:8]=1.[Cl:30][C:31]1[CH:36]=[C:35]([F:37])[CH:34]=[CH:33][C:32]=1B(O)O.C(=O)([O-])[O-].[Na+].[Na+]. The catalyst is O1CCOCC1.C1C=CC([P]([Pd]([P](C2C=CC=CC=2)(C2C=CC=CC=2)C2C=CC=CC=2)([P](C2C=CC=CC=2)(C2C=CC=CC=2)C2C=CC=CC=2)[P](C2C=CC=CC=2)(C2C=CC=CC=2)C2C=CC=CC=2)(C2C=CC=CC=2)C2C=CC=CC=2)=CC=1. The product is [F:1][C:2]([F:29])([F:28])[C:3]1[CH:4]=[C:5]([C:13]([CH3:27])([CH3:26])[C:14]([N:16]([C:18]2[CH:19]=[N:20][C:21]([Cl:25])=[CH:22][C:23]=2[C:32]2[CH:33]=[CH:34][C:35]([F:37])=[CH:36][C:31]=2[Cl:30])[CH3:17])=[O:15])[CH:6]=[C:7]([C:9]([F:12])([F:11])[F:10])[CH:8]=1. The yield is 0.960. (4) The reactants are [N+:1]([C:4]1[CH:5]=[C:6]2[C:10](=[CH:11][CH:12]=1)[NH:9][C:8]([C:13]1[CH:18]=[CH:17][CH:16]=[CH:15][CH:14]=1)=[CH:7]2)([O-])=O. The catalyst is CO.[Ni]. The product is [C:13]1([C:8]2[NH:9][C:10]3[C:6]([CH:7]=2)=[CH:5][C:4]([NH2:1])=[CH:12][CH:11]=3)[CH:14]=[CH:15][CH:16]=[CH:17][CH:18]=1. The yield is 0.770. (5) The reactants are Cl.[NH2:2][CH2:3][C:4]1[CH:12]=[CH:11][CH:10]=[C:9]2[C:5]=1[C:6](=[O:22])[N:7]([CH:14]1[CH2:19][CH2:18][C:17](=[O:20])[NH:16][C:15]1=[O:21])[C:8]2=[O:13].N12CCCN=C1CCCCC2.ON1C2C=CC=CC=2N=N1.[CH3:44][C:45]1[CH:49]=[C:48]([CH2:50][C:51](O)=[O:52])[O:47][N:46]=1.Cl.CN(C)CCCN=C=NCC. The catalyst is C(#N)C. The product is [O:21]=[C:15]1[CH:14]([N:7]2[C:6](=[O:22])[C:5]3[C:9](=[CH:10][CH:11]=[CH:12][C:4]=3[CH2:3][NH:2][C:51](=[O:52])[CH2:50][C:48]3[O:47][N:46]=[C:45]([CH3:44])[CH:49]=3)[C:8]2=[O:13])[CH2:19][CH2:18][C:17](=[O:20])[NH:16]1. The yield is 0.840. (6) The product is [C:1]([C:3]1[C:4]([CH3:16])=[CH:5][C:6]([C:11]([OH:13])=[O:12])=[N:7][C:8]=1[O:9][CH3:10])#[N:2]. The reactants are [C:1]([C:3]1[C:4]([CH3:16])=[CH:5][C:6]([C:11]([O:13]CC)=[O:12])=[N:7][C:8]=1[O:9][CH3:10])#[N:2].[OH-].[Na+]. The catalyst is CO.C1COCC1. The yield is 0.870. (7) The reactants are [CH:1]([C:4]1[CH:9]=[CH:8][C:7]([CH:10]2[C:14]3[C:15]([CH3:30])=[C:16]([NH:21][C:22](=O)[O:23]CC(Cl)(Cl)Cl)[C:17]([CH3:20])=[C:18]([CH3:19])[C:13]=3[O:12][CH2:11]2)=[CH:6][CH:5]=1)([CH3:3])[CH3:2].[CH:31]1([NH2:37])[CH2:36][CH2:35][CH2:34][CH2:33][CH2:32]1. No catalyst specified. The product is [CH:31]1([NH:37][C:22]([NH:21][C:16]2[C:17]([CH3:20])=[C:18]([CH3:19])[C:13]3[O:12][CH2:11][CH:10]([C:7]4[CH:6]=[CH:5][C:4]([CH:1]([CH3:3])[CH3:2])=[CH:9][CH:8]=4)[C:14]=3[C:15]=2[CH3:30])=[O:23])[CH2:36][CH2:35][CH2:34][CH2:33][CH2:32]1. The yield is 0.920.